This data is from Catalyst prediction with 721,799 reactions and 888 catalyst types from USPTO. The task is: Predict which catalyst facilitates the given reaction. (1) Reactant: [F-].C([N+](CCCC)(CCCC)CCCC)CCC.C[Si](C)(C)[C:21]#[C:22][C:23]1[CH:24]=[C:25]2[CH2:31][C@:30]3([CH:36]4[CH2:37][CH2:38][N:33]([CH2:34][CH2:35]4)[CH2:32]3)[O:29][C:26]2=[N:27][CH:28]=1. Product: [C:22]([C:23]1[CH:24]=[C:25]2[CH2:31][C@:30]3([CH:36]4[CH2:35][CH2:34][N:33]([CH2:38][CH2:37]4)[CH2:32]3)[O:29][C:26]2=[N:27][CH:28]=1)#[CH:21]. The catalyst class is: 7. (2) The catalyst class is: 11. Product: [Cl:22][C:20]1[CH:19]=[CH:18][C:14]2[C:15](=[O:16])[NH:1][C:2]3[CH:7]=[C:6]([C:8]([F:11])([F:10])[F:9])[CH:5]=[CH:4][C:3]=3[NH:12][C:13]=2[CH:21]=1. Reactant: [NH2:1][C:2]1[CH:7]=[C:6]([C:8]([F:11])([F:10])[F:9])[CH:5]=[CH:4][C:3]=1[NH:12][C:13]1[CH:21]=[C:20]([Cl:22])[CH:19]=[CH:18][C:14]=1[C:15](O)=[O:16].CC1C=CC(S(O)(=O)=O)=CC=1.O. (3) Reactant: C(OC([NH:11][CH2:12][CH:13]1[CH2:18][CH2:17][CH:16]([C:19]([NH:21][C@H:22]([C:27]([O:29][CH3:30])=[O:28])[CH2:23][CH2:24][CH2:25][CH3:26])=[O:20])[CH2:15][CH2:14]1)=O)C1C=CC=CC=1. Product: [NH2:11][CH2:12][CH:13]1[CH2:18][CH2:17][CH:16]([C:19]([NH:21][C@H:22]([C:27]([O:29][CH3:30])=[O:28])[CH2:23][CH2:24][CH2:25][CH3:26])=[O:20])[CH2:15][CH2:14]1. The catalyst class is: 19. (4) Reactant: [H-].[Na+].Cl[C:4]1[CH:9]=[N:8][CH:7]=[C:6]([Cl:10])[N:5]=1.[C:11]([O:19][CH2:20][CH3:21])(=[O:18])[CH2:12][C:13]([O:15][CH2:16][CH3:17])=[O:14]. Product: [Cl:10][C:6]1[N:5]=[C:4]([CH:12]([C:13]([O:15][CH2:16][CH3:17])=[O:14])[C:11]([O:19][CH2:20][CH3:21])=[O:18])[CH:9]=[N:8][CH:7]=1. The catalyst class is: 1. (5) Reactant: [F:1][C:2]([F:47])([F:46])[C:3]1[CH:4]=[C:5]([C:13]([CH3:45])([CH3:44])[C:14]([N:16]([CH3:43])[C:17]2[C:18]([C:35]3[CH:40]=[CH:39][C:38]([F:41])=[CH:37][C:36]=3[CH3:42])=[CH:19][C:20]([N:23]3[CH2:28][CH2:27][CH:26]([CH2:29]OS(C)(=O)=O)[CH2:25][CH2:24]3)=[N:21][CH:22]=2)=[O:15])[CH:6]=[C:7]([C:9]([F:12])([F:11])[F:10])[CH:8]=1.[CH3:48][S-:49].[Na+].[OH-].[Na+]. Product: [F:11][C:9]([F:12])([F:10])[C:7]1[CH:6]=[C:5]([C:13]([CH3:45])([CH3:44])[C:14]([N:16]([C:17]2[C:18]([C:35]3[CH:40]=[CH:39][C:38]([F:41])=[CH:37][C:36]=3[CH3:42])=[CH:19][C:20]([N:23]3[CH2:28][CH2:27][CH:26]([CH2:29][S:49][CH3:48])[CH2:25][CH2:24]3)=[N:21][CH:22]=2)[CH3:43])=[O:15])[CH:4]=[C:3]([C:2]([F:1])([F:47])[F:46])[CH:8]=1. The catalyst class is: 3.